Dataset: Forward reaction prediction with 1.9M reactions from USPTO patents (1976-2016). Task: Predict the product of the given reaction. (1) Given the reactants [F:1][C:2]([F:11])([F:10])[C:3]1[N:4]=[CH:5][C:6]([NH2:9])=[N:7][CH:8]=1.Br[C:13]1[C:14](=[O:21])[N:15]([CH3:20])[N:16]=[C:17]([Cl:19])[CH:18]=1.C(=O)([O-])[O-].[Cs+].[Cs+], predict the reaction product. The product is: [Cl:19][C:17]1[CH:18]=[C:13]([NH:9][C:6]2[CH:5]=[N:4][C:3]([C:2]([F:1])([F:10])[F:11])=[CH:8][N:7]=2)[C:14](=[O:21])[N:15]([CH3:20])[N:16]=1. (2) The product is: [Br:26][C:27]1[CH:28]=[C:29]([CH:32]=[CH:33][CH:34]=1)[CH2:30][N:23]1[CH:24]=[C:19]([C:17]2[O:16][N:15]=[C:14]([C:11]3[CH:10]=[CH:9][C:8]([S:7][C:4]([F:5])([F:3])[F:6])=[CH:13][CH:12]=3)[N:18]=2)[CH:20]=[CH:21][C:22]1=[O:25]. Given the reactants [H-].[Na+].[F:3][C:4]([S:7][C:8]1[CH:13]=[CH:12][C:11]([C:14]2[N:18]=[C:17]([C:19]3[CH:20]=[CH:21][C:22](=[O:25])[NH:23][CH:24]=3)[O:16][N:15]=2)=[CH:10][CH:9]=1)([F:6])[F:5].[Br:26][C:27]1[CH:28]=[C:29]([CH:32]=[CH:33][CH:34]=1)[CH2:30]Br, predict the reaction product. (3) Given the reactants [C:1]([O:5][C:6]([N:8]1[CH2:13][CH2:12][C:11]([C:17]([O:19][CH3:20])=[O:18])([C:14](O)=[O:15])[CH2:10][CH2:9]1)=[O:7])([CH3:4])([CH3:3])[CH3:2].CCN(C(C)C)C(C)C.ClC(OC)=O.[BH4-].[Na+], predict the reaction product. The product is: [OH:15][CH2:14][C:11]1([C:17]([O:19][CH3:20])=[O:18])[CH2:10][CH2:9][N:8]([C:6]([O:5][C:1]([CH3:3])([CH3:4])[CH3:2])=[O:7])[CH2:13][CH2:12]1. (4) Given the reactants [NH2:1][C:2]1[CH:9]=[CH:8][C:5]([CH2:6][NH2:7])=[CH:4][CH:3]=1.[OH-].[Na+].[C:12](O[C:12]([O:13][C:14]([CH3:17])([CH3:16])[CH3:15])=[O:18])(=[O:18])[O:13][C:14]([CH3:17])([CH3:16])[CH3:15], predict the reaction product. The product is: [C:12]([NH:7][CH2:6][C:5]1[CH:8]=[CH:9][C:2]([NH2:1])=[CH:3][CH:4]=1)([O:13][C:14]([CH3:17])([CH3:16])[CH3:15])=[O:18].